Dataset: Full USPTO retrosynthesis dataset with 1.9M reactions from patents (1976-2016). Task: Predict the reactants needed to synthesize the given product. (1) Given the product [CH3:12][O:11][N:9]([CH3:10])[C:7]([C:6]1[C:2]([NH:1][CH2:29][CH2:28][C:27]([F:32])([F:31])[F:26])=[N:3][N:4]([CH2:13][C:14]2[CH:15]=[CH:16][C:17]([O:20][CH3:21])=[CH:18][CH:19]=2)[CH:5]=1)=[O:8], predict the reactants needed to synthesize it. The reactants are: [NH2:1][C:2]1[C:6]([C:7]([N:9]([O:11][CH3:12])[CH3:10])=[O:8])=[CH:5][N:4]([CH2:13][C:14]2[CH:19]=[CH:18][C:17]([O:20][CH3:21])=[CH:16][CH:15]=2)[N:3]=1.CC(O)=O.[F:26][C:27]([F:32])([F:31])[CH2:28][CH:29]=O.[BH-](OC(C)=O)(OC(C)=O)OC(C)=O.[Na+]. (2) Given the product [CH2:1]([O:5][C:6]1[CH:11]=[CH:10][C:9]([S:12]([NH:15][C@H:16]([C:20]([S:23][CH2:24][CH2:25][CH2:26][OH:27])([CH3:22])[CH3:21])[C:17]([NH:29][OH:28])=[O:18])(=[O:14])=[O:13])=[CH:8][CH:7]=1)[C:2]#[C:3][CH3:4], predict the reactants needed to synthesize it. The reactants are: [CH2:1]([O:5][C:6]1[CH:11]=[CH:10][C:9]([S:12]([NH:15][C@H:16]([C:20]([S:23][CH2:24][CH2:25][CH2:26][OH:27])([CH3:22])[CH3:21])[C:17](O)=[O:18])(=[O:14])=[O:13])=[CH:8][CH:7]=1)[C:2]#[C:3][CH3:4].[OH:28][N:29]1C2C=CC=CC=2N=N1.CN(C)CCCN=C=NCC.CN1CCOCC1.NO. (3) Given the product [C:20]([NH:19][C:17]1[S:16][C:14]2[N:15]=[C:10]([N:9]([CH3:23])[C:4]3[CH:5]=[CH:6][C:7]([F:8])=[C:2]([NH:1][C:27](=[O:28])[C:26]4[CH:30]=[CH:31][CH:32]=[C:33]([C:34]([C:37]#[N:38])([CH3:36])[CH3:35])[C:25]=4[Cl:24])[CH:3]=3)[N:11]=[CH:12][C:13]=2[N:18]=1)(=[O:22])[CH3:21], predict the reactants needed to synthesize it. The reactants are: [NH2:1][C:2]1[CH:3]=[C:4]([N:9]([CH3:23])[C:10]2[N:11]=[CH:12][C:13]3[N:18]=[C:17]([NH:19][C:20](=[O:22])[CH3:21])[S:16][C:14]=3[N:15]=2)[CH:5]=[CH:6][C:7]=1[F:8].[Cl:24][C:25]1[C:33]([C:34]([C:37]#[N:38])([CH3:36])[CH3:35])=[CH:32][CH:31]=[CH:30][C:26]=1[C:27](O)=[O:28].F[P-](F)(F)(F)(F)F.N1(OC(N(C)C)=[N+](C)C)C2N=CC=CC=2N=N1.C(=O)([O-])O.[Na+]. (4) Given the product [F:1][C:2]1[C:3]([CH3:18])=[C:4]([C:10]2[CH:15]=[CH:14][CH:13]=[C:12]([CH2:16][OH:17])[CH:11]=2)[C:5]([CH3:9])=[CH:6][C:7]=1[OH:8], predict the reactants needed to synthesize it. The reactants are: [F:1][C:2]1[C:3]([CH3:18])=[C:4]([C:10]2[CH:15]=[CH:14][CH:13]=[C:12]([CH:16]=[O:17])[CH:11]=2)[C:5]([CH3:9])=[CH:6][C:7]=1[OH:8].[BH4-].[Na+]. (5) Given the product [NH2:11][CH:8]([C:7]1[C:2](=[O:1])[NH:3][C:4]([CH:15]2[CH2:19][CH2:18][CH2:17][O:16]2)=[N:5][N:6]=1)[CH2:9][CH3:10], predict the reactants needed to synthesize it. The reactants are: [O:1]=[C:2]1[C:7]([CH:8]([NH:11]C(=O)C)[CH2:9][CH3:10])=[N:6][N:5]=[C:4]([CH:15]2[CH2:19][CH2:18][CH2:17][O:16]2)[NH:3]1.[OH-].[Na+].C(O)C. (6) The reactants are: Br[C:2]1[N:3]([C:24]2[CH:25]=[N:26][N:27]([CH2:29][CH2:30][CH3:31])[CH:28]=2)[C:4]2[C:9]([C:10]=1[S:11][C:12]1[CH:13]=[C:14]([CH:20]=[CH:21][CH:22]=1)[C:15]([O:17][CH2:18][CH3:19])=[O:16])=[CH:8][CH:7]=[C:6]([Cl:23])[CH:5]=2.[CH:32]1(B(O)O)[CH2:34][CH2:33]1.CC([O-])=O.[K+]. Given the product [Cl:23][C:6]1[CH:5]=[C:4]2[C:9]([C:10]([S:11][C:12]3[CH:13]=[C:14]([CH:20]=[CH:21][CH:22]=3)[C:15]([O:17][CH2:18][CH3:19])=[O:16])=[C:2]([CH:32]3[CH2:34][CH2:33]3)[N:3]2[C:24]2[CH:25]=[N:26][N:27]([CH2:29][CH2:30][CH3:31])[CH:28]=2)=[CH:8][CH:7]=1, predict the reactants needed to synthesize it. (7) Given the product [CH2:29]([C:28]1[N:17]2[CH2:16][C@@H:15]([CH2:14][O:13][C:12]3[CH:21]=[CH:22][C:9]([C:2]([CH3:1])([CH3:8])[CH2:3][C:4]([CH3:5])([CH3:6])[CH3:7])=[CH:10][CH:11]=3)[O:19][C:18]2=[N:20][C:26](=[O:25])[CH:27]=1)[CH3:30], predict the reactants needed to synthesize it. The reactants are: [CH3:1][C:2]([C:9]1[CH:22]=[CH:21][C:12]([O:13][CH2:14][C@H:15]2[O:19][C:18]([NH2:20])=[N:17][CH2:16]2)=[CH:11][CH:10]=1)([CH3:8])[CH2:3][C:4]([CH3:7])([CH3:6])[CH3:5].C([O:25][C:26](=O)[C:27]#[C:28][CH2:29][CH3:30])C. (8) Given the product [Cl:48][C:44]1[N:43]=[CH:42][N:41]=[C:40]([NH2:39])[C:45]=1[CH:46]=[CH:1][O:7][CH3:8], predict the reactants needed to synthesize it. The reactants are: [C:1]([O:7][CH2:8]N1C2N=CN=C(C3C=NN(C(C4CCCC4)CC(N)=O)C=3)C=2C=C1)(=O)C(C)(C)C.CC([O-])(C)C.[K+].[NH2:39][C:40]1[C:45]([CH:46]=O)=[C:44]([Cl:48])[N:43]=[CH:42][N:41]=1. (9) The reactants are: [NH2:1][C:2]1[CH:3]=[N:4][CH:5]=[CH:6][C:7]=1[N:8]1[CH2:13][CH2:12][CH2:11][C@H:10]([NH:14][C:15](=[O:21])[O:16][C:17]([CH3:20])([CH3:19])[CH3:18])[CH2:9]1.[C:22]([O:26][C:27]([NH:29][C:30]1[S:38][C:37]2[C:32](=[N:33][CH:34]=[C:35]([F:39])[CH:36]=2)[C:31]=1[C:40](O)=[O:41])=[O:28])([CH3:25])([CH3:24])[CH3:23].CN(C(ON1N=NC2C=CC=NC1=2)=[N+](C)C)C.F[P-](F)(F)(F)(F)F.CCN(C(C)C)C(C)C. Given the product [C:22]([O:26][C:27]([NH:29][C:30]1[S:38][C:37]2[C:32](=[N:33][CH:34]=[C:35]([F:39])[CH:36]=2)[C:31]=1[C:40]([NH:1][C:2]1[CH:3]=[N:4][CH:5]=[CH:6][C:7]=1[N:8]1[CH2:13][CH2:12][CH2:11][C@H:10]([NH:14][C:15](=[O:21])[O:16][C:17]([CH3:18])([CH3:20])[CH3:19])[CH2:9]1)=[O:41])=[O:28])([CH3:25])([CH3:23])[CH3:24], predict the reactants needed to synthesize it. (10) The reactants are: [C:1]([O:5][C:6]([N:8]1[CH2:12][CH2:11][CH2:10][CH:9]1[C:13](O)=O)=[O:7])([CH3:4])([CH3:3])[CH3:2].CN1CCOCC1.Cl[C:24]([O:26][CH2:27]C(C)C)=[O:25].[N+](=C)=[N-]. Given the product [C:1]([O:5][C:6]([N:8]1[CH2:12][CH2:11][CH2:10][CH:9]1[CH2:13][C:24]([O:26][CH3:27])=[O:25])=[O:7])([CH3:2])([CH3:3])[CH3:4], predict the reactants needed to synthesize it.